From a dataset of Peptide-MHC class I binding affinity with 185,985 pairs from IEDB/IMGT. Regression. Given a peptide amino acid sequence and an MHC pseudo amino acid sequence, predict their binding affinity value. This is MHC class I binding data. (1) The peptide sequence is SIFFDYMAI. The MHC is HLA-B39:01 with pseudo-sequence HLA-B39:01. The binding affinity (normalized) is 0.213. (2) The peptide sequence is FQEALKKSL. The MHC is HLA-A80:01 with pseudo-sequence HLA-A80:01. The binding affinity (normalized) is 0.0847. (3) The peptide sequence is WRQEIGHPK. The MHC is HLA-A26:02 with pseudo-sequence HLA-A26:02. The binding affinity (normalized) is 0.0847. (4) The peptide sequence is NLPSKPVWL. The MHC is HLA-A02:12 with pseudo-sequence HLA-A02:12. The binding affinity (normalized) is 0.254. (5) The peptide sequence is DAVEDFLAF. The MHC is HLA-B39:01 with pseudo-sequence HLA-B39:01. The binding affinity (normalized) is 0.0847. (6) The peptide sequence is STHEANTMAMM. The MHC is HLA-A11:01 with pseudo-sequence HLA-A11:01. The binding affinity (normalized) is 0.0891. (7) The peptide sequence is SEIDLILGY. The MHC is HLA-A23:01 with pseudo-sequence HLA-A23:01. The binding affinity (normalized) is 0.